From a dataset of Cav3 T-type calcium channel HTS with 100,875 compounds. Binary Classification. Given a drug SMILES string, predict its activity (active/inactive) in a high-throughput screening assay against a specified biological target. The compound is O=C1N(C(=O)CC1)c1ccc(OC(=O)Cc2ccccc2)cc1. The result is 0 (inactive).